Predict the reaction yield, written as a fraction of the theoretical maximum amount of product (1.0 means a 100% yield; for example, 0.34 means a 34% yield). From a dataset of Reaction yield outcomes from USPTO patents with 853,638 reactions. (1) The reactants are Cl[C:2]([O:5]C(Cl)=O)(Cl)Cl.N1C2C(=CC=CC=2)C=CC=1.[F:19][C:20]1[CH:53]=[C:52]([F:54])[C:51]([F:55])=[CH:50][C:21]=1[CH2:22][O:23][CH2:24][C@@H:25]1[CH2:29][C@@H:28]([S:30][C:31]([C:44]2[CH:49]=[CH:48][CH:47]=[CH:46][CH:45]=2)([C:38]2[CH:43]=[CH:42][CH:41]=[CH:40][CH:39]=2)[C:32]2[CH:37]=[CH:36][CH:35]=[CH:34][CH:33]=2)[CH2:27][NH:26]1.[C:56]([O:65][CH3:66])(=[O:64])[C:57]1[C:58](=[CH:60][CH:61]=[CH:62][CH:63]=1)[OH:59].[H-].[Na+]. The catalyst is C(Cl)Cl. The product is [CH3:66][O:65][C:56]([C:57]1[CH:63]=[CH:62][CH:61]=[CH:60][C:58]=1[O:59][C:2]([N:26]1[CH2:27][C@H:28]([S:30][C:31]([C:38]2[CH:43]=[CH:42][CH:41]=[CH:40][CH:39]=2)([C:32]2[CH:33]=[CH:34][CH:35]=[CH:36][CH:37]=2)[C:44]2[CH:45]=[CH:46][CH:47]=[CH:48][CH:49]=2)[CH2:29][C@H:25]1[CH2:24][O:23][CH2:22][C:21]1[CH:50]=[C:51]([F:55])[C:52]([F:54])=[CH:53][C:20]=1[F:19])=[O:5])=[O:64]. The yield is 0.690. (2) The reactants are [H-].[Na+].[CH:3]1([C:9]2[CH:14]=[CH:13][C:12]([C:15]3[NH:19][CH:18]=[C:17]([CH:20]=[O:21])[CH:16]=3)=[CH:11][CH:10]=2)[CH2:8][CH2:7][CH2:6][CH2:5][CH2:4]1.[N:22]1[CH:27]=[CH:26][CH:25]=[C:24]([S:28](Cl)(=[O:30])=[O:29])[CH:23]=1. The catalyst is O1CCCC1. The product is [CH:3]1([C:9]2[CH:14]=[CH:13][C:12]([C:15]3[N:19]([S:28]([C:24]4[CH:23]=[N:22][CH:27]=[CH:26][CH:25]=4)(=[O:30])=[O:29])[CH:18]=[C:17]([CH:20]=[O:21])[CH:16]=3)=[CH:11][CH:10]=2)[CH2:4][CH2:5][CH2:6][CH2:7][CH2:8]1. The yield is 0.970. (3) The yield is 0.660. The reactants are C([Li])CCC.Br[C:7]1[S:20][C:10]2[C:11]3[CH:19]=[N:18][CH:17]=[CH:16][C:12]=3[O:13][CH2:14][CH2:15][C:9]=2[CH:8]=1.[Cl:21][C:22]1[CH:27]=[CH:26][CH:25]=[CH:24][C:23]=1[N:28]=[C:29]=[O:30].Cl.C([O-])(O)=O.[Na+]. The product is [Cl:21][C:22]1[CH:27]=[CH:26][CH:25]=[CH:24][C:23]=1[NH:28][C:29]([C:7]1[S:20][C:10]2[C:11]3[CH:19]=[N:18][CH:17]=[CH:16][C:12]=3[O:13][CH2:14][CH2:15][C:9]=2[CH:8]=1)=[O:30]. The catalyst is CCCCCC.O1CCCC1. (4) The reactants are [F:1][C:2]1[CH:3]=[C:4]([CH:10]=[CH:11][CH:12]=1)/[CH:5]=[CH:6]/[C:7]([OH:9])=[O:8].IC.[C:15](=O)([O-])[O-].[Cs+].[Cs+]. The catalyst is CC(C)=O.C(OCC)(=O)C. The product is [CH3:15][O:8][C:7](=[O:9])/[CH:6]=[CH:5]/[C:4]1[CH:10]=[CH:11][CH:12]=[C:2]([F:1])[CH:3]=1. The yield is 0.870. (5) The reactants are [Br:1][C:2]1[CH:3]=[N:4][CH:5]=[C:6]([CH:10]=1)[C:7](O)=[O:8].C(Cl)([C:13](Cl)=[O:14])=O.C[CH2:18][N:19](CC)CC.O. The catalyst is C1COCC1.CCOC(C)=O. The product is [Br:1][C:2]1[CH:3]=[N:4][CH:5]=[C:6]([CH:10]=1)[C:7]([N:19]([O:14][CH3:13])[CH3:18])=[O:8]. The yield is 0.820. (6) The reactants are [C:1]([O:5][C:6]([N:8]([CH2:16][C:17]1[CH:18]=[C:19]([O:24][CH3:25])[CH:20]=[CH:21][C:22]=1Br)[C:9]([O:11][C:12]([CH3:15])([CH3:14])[CH3:13])=[O:10])=[O:7])([CH3:4])([CH3:3])[CH3:2].[C:26]([O:35][CH3:36])(=[O:34])[C:27]([CH2:29][C:30]([O:32][CH3:33])=[O:31])=[CH2:28].C1(C)C=CC=CC=1P(C1C=CC=CC=1C)C1C=CC=CC=1C.C(N(C(C)C)CC)(C)C. The catalyst is C([O-])(=O)C.[Pd+2].C([O-])(=O)C.C(#N)CC. The product is [C:26]([C:27](=[CH:28][C:22]1[CH:21]=[CH:20][C:19]([O:24][CH3:25])=[CH:18][C:17]=1[CH2:16][N:8]([C:9]([O:11][C:12]([CH3:15])([CH3:14])[CH3:13])=[O:10])[C:6]([O:5][C:1]([CH3:4])([CH3:3])[CH3:2])=[O:7])[CH2:29][C:30]([O:32][CH3:33])=[O:31])([O:35][CH3:36])=[O:34]. The yield is 0.660. (7) The reactants are [CH3:1][N:2]1[C:6]([C:7]2[CH:8]=[C:9]([C:13]([O:15]C)=[O:14])[S:10][C:11]=2[CH3:12])=[C:5]([CH3:17])[CH:4]=[N:3]1.[OH-].[Na+]. The yield is 0.960. The catalyst is O1CCCC1. The product is [CH3:1][N:2]1[C:6]([C:7]2[CH:8]=[C:9]([C:13]([OH:15])=[O:14])[S:10][C:11]=2[CH3:12])=[C:5]([CH3:17])[CH:4]=[N:3]1. (8) The reactants are [Cl:1][C:2]1[C:11]([Cl:12])=[CH:10][C:5]2[NH:6][C:7](=O)[NH:8][C:4]=2[CH:3]=1.[OH-].[Na+].O=P(Cl)(Cl)[Cl:17]. No catalyst specified. The product is [Cl:17][C:7]1[NH:6][C:5]2[CH:10]=[C:11]([Cl:12])[C:2]([Cl:1])=[CH:3][C:4]=2[N:8]=1. The yield is 0.900.